From a dataset of Peptide-MHC class I binding affinity with 185,985 pairs from IEDB/IMGT. Regression. Given a peptide amino acid sequence and an MHC pseudo amino acid sequence, predict their binding affinity value. This is MHC class I binding data. (1) The peptide sequence is NHAPSVQI. The MHC is Mamu-A07 with pseudo-sequence Mamu-A07. The binding affinity (normalized) is 0.738. (2) The peptide sequence is VVLGVVFGI. The MHC is HLA-A68:02 with pseudo-sequence HLA-A68:02. The binding affinity (normalized) is 0.297. (3) The peptide sequence is NPINVELSL. The MHC is HLA-B38:01 with pseudo-sequence HLA-B38:01. The binding affinity (normalized) is 0.219. (4) The peptide sequence is HLPGFGTAF. The MHC is HLA-A02:19 with pseudo-sequence HLA-A02:19. The binding affinity (normalized) is 0.0847. (5) The peptide sequence is DEYGPVFVE. The MHC is HLA-B27:03 with pseudo-sequence HLA-B27:03. The binding affinity (normalized) is 0.0847. (6) The peptide sequence is KLFKRERDAI. The MHC is HLA-A02:01 with pseudo-sequence HLA-A02:01. The binding affinity (normalized) is 0.325. (7) The peptide sequence is RVYQILQPI. The MHC is HLA-B27:05 with pseudo-sequence HLA-B27:05. The binding affinity (normalized) is 0.364. (8) The peptide sequence is RAPQNRPSV. The MHC is H-2-Db with pseudo-sequence H-2-Db. The binding affinity (normalized) is 0.644. (9) The peptide sequence is TQIGCTLNF. The MHC is HLA-A30:02 with pseudo-sequence HLA-A30:02. The binding affinity (normalized) is 0.137.